This data is from NCI-60 drug combinations with 297,098 pairs across 59 cell lines. The task is: Regression. Given two drug SMILES strings and cell line genomic features, predict the synergy score measuring deviation from expected non-interaction effect. (1) Drug 1: CS(=O)(=O)CCNCC1=CC=C(O1)C2=CC3=C(C=C2)N=CN=C3NC4=CC(=C(C=C4)OCC5=CC(=CC=C5)F)Cl. Drug 2: C#CCC(CC1=CN=C2C(=N1)C(=NC(=N2)N)N)C3=CC=C(C=C3)C(=O)NC(CCC(=O)O)C(=O)O. Cell line: HCT116. Synergy scores: CSS=72.2, Synergy_ZIP=29.6, Synergy_Bliss=3.16, Synergy_Loewe=82.8, Synergy_HSA=2.24. (2) Drug 1: C1C(C(OC1N2C=C(C(=O)NC2=O)F)CO)O. Drug 2: C1C(C(OC1N2C=NC3=C2NC=NCC3O)CO)O. Cell line: SN12C. Synergy scores: CSS=10.1, Synergy_ZIP=-3.36, Synergy_Bliss=-3.04, Synergy_Loewe=-26.8, Synergy_HSA=-1.87. (3) Drug 1: C1CN1P(=S)(N2CC2)N3CC3. Drug 2: CS(=O)(=O)CCNCC1=CC=C(O1)C2=CC3=C(C=C2)N=CN=C3NC4=CC(=C(C=C4)OCC5=CC(=CC=C5)F)Cl. Cell line: UACC-257. Synergy scores: CSS=-2.13, Synergy_ZIP=-0.431, Synergy_Bliss=-1.86, Synergy_Loewe=-3.45, Synergy_HSA=-3.83. (4) Drug 1: C1CC(C1)(C(=O)O)C(=O)O.[NH2-].[NH2-].[Pt+2]. Drug 2: C1=CN(C=N1)CC(O)(P(=O)(O)O)P(=O)(O)O. Cell line: SNB-19. Synergy scores: CSS=5.88, Synergy_ZIP=-1.55, Synergy_Bliss=2.64, Synergy_Loewe=0.548, Synergy_HSA=0.680. (5) Drug 1: CC1=CC=C(C=C1)C2=CC(=NN2C3=CC=C(C=C3)S(=O)(=O)N)C(F)(F)F. Drug 2: CC12CCC3C(C1CCC2OP(=O)(O)O)CCC4=C3C=CC(=C4)OC(=O)N(CCCl)CCCl.[Na+]. Cell line: SK-MEL-5. Synergy scores: CSS=0.336, Synergy_ZIP=-0.898, Synergy_Bliss=-1.92, Synergy_Loewe=-4.78, Synergy_HSA=-3.98.